Dataset: Catalyst prediction with 721,799 reactions and 888 catalyst types from USPTO. Task: Predict which catalyst facilitates the given reaction. (1) Reactant: [Cl:1][C:2]1[CH:7]=[CH:6][C:5]([C:8]2([C:12]([N:14]3[CH2:19][CH2:18][CH2:17][CH:16]([CH2:20]OS(C)(=O)=O)[CH2:15]3)=[O:13])[CH2:11][CH2:10][CH2:9]2)=[CH:4][CH:3]=1.[CH3:26][O:27][C:28]1[CH:33]=[CH:32][CH:31]=[CH:30][C:29]=1[N:34]1[CH2:39][CH2:38][NH:37][CH2:36][CH2:35]1.C(N(CC)CC)C. Product: [Cl:1][C:2]1[CH:7]=[CH:6][C:5]([C:8]2([C:12]([N:14]3[CH2:19][CH2:18][CH2:17][CH:16]([CH2:20][N:37]4[CH2:38][CH2:39][N:34]([C:29]5[CH:30]=[CH:31][CH:32]=[CH:33][C:28]=5[O:27][CH3:26])[CH2:35][CH2:36]4)[CH2:15]3)=[O:13])[CH2:11][CH2:10][CH2:9]2)=[CH:4][CH:3]=1. The catalyst class is: 10. (2) The catalyst class is: 606. Reactant: [CH2:1]([O:8][C:9]1[CH:14]=[CH:13][C:12]([N:15]2[C:19]([CH3:20])=[C:18]([C:21](O)=[O:22])[N:17]=[C:16]2[C:24]2[CH:29]=[CH:28][C:27]([Cl:30])=[CH:26][C:25]=2[Cl:31])=[CH:11][CH:10]=1)[C:2]1[CH:7]=[CH:6][CH:5]=[CH:4][CH:3]=1.C(Cl)(=O)C(Cl)=O.[C@@H:38]1([NH2:45])[CH2:43][CH2:42][CH2:41][CH2:40][C@@H:39]1[NH2:44].[OH-].[Na+]. Product: [NH2:44][C@@H:39]1[CH2:40][CH2:41][CH2:42][CH2:43][C@@H:38]1[NH:45][C:21]([C:18]1[N:17]=[C:16]([C:24]2[CH:29]=[CH:28][C:27]([Cl:30])=[CH:26][C:25]=2[Cl:31])[N:15]([C:12]2[CH:11]=[CH:10][C:9]([O:8][CH2:1][C:2]3[CH:7]=[CH:6][CH:5]=[CH:4][CH:3]=3)=[CH:14][CH:13]=2)[C:19]=1[CH3:20])=[O:22]. (3) Reactant: [CH2:1]([Sn:5]([CH2:20][CH2:21][CH2:22][CH3:23])([CH2:16][CH2:17][CH2:18][CH3:19])[C:6]1[CH:11]=[CH:10][N:9]=[C:8]([C:12]([OH:15])([CH3:14])[CH3:13])[CH:7]=1)[CH2:2][CH2:3][CH3:4].[H-].[Na+].[CH3:26]I. Product: [CH3:26][O:15][C:12]([C:8]1[CH:7]=[C:6]([Sn:5]([CH2:16][CH2:17][CH2:18][CH3:19])([CH2:1][CH2:2][CH2:3][CH3:4])[CH2:20][CH2:21][CH2:22][CH3:23])[CH:11]=[CH:10][N:9]=1)([CH3:13])[CH3:14]. The catalyst class is: 49. (4) Reactant: [Cl:1][C:2]1[CH:21]=[C:20]([Cl:22])[CH:19]=[CH:18][C:3]=1[CH2:4][N:5]1[C:9]([CH2:10][CH2:11][CH2:12][OH:13])=[CH:8][C:7]([O:14][CH2:15][O:16][CH3:17])=[N:6]1.O[C:24]1[C:29]([CH2:30][C:31]([O:33]C)=[O:32])=[CH:28][CH:27]=[CH:26][N:25]=1.C(P(CCCC)CCCC)CCC.N(C(N1CCCCC1)=O)=NC(N1CCCCC1)=O.O1CCCC1CO.[OH-].[Na+].Cl. Product: [Cl:1][C:2]1[CH:21]=[C:20]([Cl:22])[CH:19]=[CH:18][C:3]=1[CH2:4][N:5]1[C:9]([CH2:10][CH2:11][CH2:12][O:13][C:24]2[C:29]([CH2:30][C:31]([OH:33])=[O:32])=[CH:28][CH:27]=[CH:26][N:25]=2)=[CH:8][C:7]([O:14][CH2:15][O:16][CH3:17])=[N:6]1. The catalyst class is: 7. (5) Reactant: Cl[C:2]1[N:3]=[C:4]([NH:24][CH:25]2[CH2:27][CH2:26]2)[C:5]2[C:10]([C:11](=[O:13])[CH3:12])=[CH:9][N:8](S(C3C=CC(C)=CC=3)(=O)=O)[C:6]=2[N:7]=1.[NH2:28][C:29]1[CH:37]=[C:36]2[C:32]([CH:33]=[N:34][NH:35]2)=[CH:31][CH:30]=1.C[Si](Cl)(C)C. Product: [NH:35]1[C:36]2[C:32](=[CH:31][CH:30]=[C:29]([NH:28][C:2]3[N:3]=[C:4]([NH:24][CH:25]4[CH2:26][CH2:27]4)[C:5]4[C:10]([C:11](=[O:13])[CH3:12])=[CH:9][NH:8][C:6]=4[N:7]=3)[CH:37]=2)[CH:33]=[N:34]1. The catalyst class is: 51. (6) Reactant: [H-].[Al+3].[Li+].[H-].[H-].[H-].[CH2:7]([O:14][C:15]1[CH:20]=[C:19]([CH:21]([CH3:23])[CH3:22])[CH:18]=[CH:17][C:16]=1[CH:24]=[CH:25][N+:26]([O-])=O)[C:8]1[CH:13]=[CH:12][CH:11]=[CH:10][CH:9]=1.[OH-].[Na+].S([O-])([O-])(=O)=O.[Na+].[Na+]. Product: [CH2:7]([O:14][C:15]1[CH:20]=[C:19]([CH:21]([CH3:23])[CH3:22])[CH:18]=[CH:17][C:16]=1[CH2:24][CH2:25][NH2:26])[C:8]1[CH:9]=[CH:10][CH:11]=[CH:12][CH:13]=1. The catalyst class is: 27.